From a dataset of Full USPTO retrosynthesis dataset with 1.9M reactions from patents (1976-2016). Predict the reactants needed to synthesize the given product. (1) Given the product [F:66][C:35]([F:34])([F:67])[C:36]1[CH:37]=[CH:38][C:39]([NH:42][C:43]([C:45]2[CH:46]=[CH:47][C:48]([O:51][C:52]3[CH:57]=[CH:56][C:55]([CH:58]([CH3:65])[CH2:59][C:60]([O:62][CH2:63][CH3:64])=[O:61])=[CH:54][CH:53]=3)=[N:49][CH:50]=2)=[O:44])=[CH:40][CH:41]=1, predict the reactants needed to synthesize it. The reactants are: [H-].[Na+].C(C1C=CC(OC2C=CC(C(NC3C=CC(C(F)(F)F)=CC=3)=O)=CN=2)=CC=1)(=O)C.[Cl-].[NH4+].[F:34][C:35]([F:67])([F:66])[C:36]1[CH:41]=[CH:40][C:39]([NH:42][C:43]([C:45]2[CH:46]=[CH:47][C:48]([O:51][C:52]3[CH:57]=[CH:56][C:55]([C:58]([CH3:65])=[CH:59][C:60]([O:62][CH2:63][CH3:64])=[O:61])=[CH:54][CH:53]=3)=[N:49][CH:50]=2)=[O:44])=[CH:38][CH:37]=1. (2) The reactants are: [Cl:1][C:2]1[CH:3]=[C:4]([CH:13]=[C:14]([N+:16]([O-])=O)[CH:15]=1)[O:5][C:6]1[S:10][C:9]([CH:11]=O)=[CH:8][CH:7]=1.O.NN.[OH-].[K+]. Given the product [Cl:1][C:2]1[CH:15]=[C:14]([CH:13]=[C:4]([O:5][C:6]2[S:10][C:9]([CH3:11])=[CH:8][CH:7]=2)[CH:3]=1)[NH2:16], predict the reactants needed to synthesize it. (3) Given the product [C:21]([O:20][C:18]([N:7]1[CH2:8][C@H:9]([CH2:10][CH2:11][C:12]2[CH:17]=[CH:16][CH:15]=[CH:14][CH:13]=2)[C@@H:5]([C:3]([OH:4])=[O:2])[CH2:6]1)=[O:19])([CH3:24])([CH3:22])[CH3:23], predict the reactants needed to synthesize it. The reactants are: C[O:2][C:3]([C@@H:5]1[C@@H:9]([CH2:10][CH2:11][C:12]2[CH:17]=[CH:16][CH:15]=[CH:14][CH:13]=2)[CH2:8][N:7]([C:18]([O:20][C:21]([CH3:24])([CH3:23])[CH3:22])=[O:19])[CH2:6]1)=[O:4].Cl. (4) Given the product [Br:1][C:2]1[C:3]([N:20]2[CH2:21][CH2:22][N:23]([CH:52]([C:54]3[CH:59]=[CH:58][CH:57]=[CH:56][N:55]=3)[CH3:53])[CH2:24][CH2:25]2)=[C:4]2[N:10]=[C:9]([C:11]3[CH:12]=[CH:13][C:14]([N:17]([CH3:18])[CH3:19])=[CH:15][CH:16]=3)[NH:8][C:5]2=[N:6][CH:7]=1, predict the reactants needed to synthesize it. The reactants are: [Br:1][C:2]1[C:3]([N:20]2[CH2:25][CH2:24][N:23](C(NC3C=CC=CC=3)=O)[CH2:22][CH2:21]2)=[C:4]2[N:10]=[C:9]([C:11]3[CH:16]=[CH:15][C:14]([N:17]([CH3:19])[CH3:18])=[CH:13][CH:12]=3)[NH:8][C:5]2=[N:6][CH:7]=1.BrC1C(N2CCN([CH:52]([C:54]3[CH:59]=[CH:58][CH:57]=[CH:56][N:55]=3)[CH3:53])CC2)=C([N+]([O-])=O)C(N)=NC=1.[O-]S(S([O-])=O)=O.[Na+].[Na+].CN(C1C=CC(C=O)=CC=1)C. (5) Given the product [CH3:14][C@H:13]1[O:12][C:10](=[O:11])[CH2:9][C@@H:8]([C:18]2[CH:19]=[CH:20][CH:21]=[CH:22][CH:23]=2)[NH:7][C:1](=[O:6])[CH2:2][CH2:3][CH:17]=[CH:16][CH2:15]1, predict the reactants needed to synthesize it. The reactants are: [C:1]([NH:7][C@@H:8]([C:18]1[CH:23]=[CH:22][CH:21]=[CH:20][CH:19]=1)[CH2:9][C:10]([O:12][C@H:13]([CH2:15][CH:16]=[CH2:17])[CH3:14])=[O:11])(=[O:6])[CH2:2][CH2:3]C=C. (6) Given the product [CH2:1]([C:7]1([C:13]([O:15][CH2:16][CH3:17])=[O:14])[CH2:11][CH2:10][CH2:9][CH:8]1[O:12][C:29](=[O:30])[C:28]1[CH:32]=[CH:33][C:25]([CH3:24])=[CH:26][CH:27]=1)[CH2:2][CH2:3][CH2:4][CH2:5][CH3:6], predict the reactants needed to synthesize it. The reactants are: [CH2:1]([C:7]1([C:13]([O:15][CH2:16][CH3:17])=[O:14])[CH2:11][CH2:10][CH2:9][CH:8]1[OH:12])[CH2:2][CH2:3][CH2:4][CH2:5][CH3:6].N1C=CC=CC=1.[CH3:24][C:25]1[CH:33]=[CH:32][C:28]([C:29](Cl)=[O:30])=[CH:27][CH:26]=1. (7) Given the product [NH2:2][CH2:1][C:3]1[CH:4]=[CH:5][C:6]([O:9][C:10]2[CH:18]=[CH:17][C:13]([C:14]([NH2:16])=[O:15])=[CH:12][CH:11]=2)=[N:7][CH:8]=1, predict the reactants needed to synthesize it. The reactants are: [C:1]([C:3]1[CH:4]=[CH:5][C:6]([O:9][C:10]2[CH:18]=[CH:17][C:13]([C:14]([NH2:16])=[O:15])=[CH:12][CH:11]=2)=[N:7][CH:8]=1)#[N:2].Cl.